From a dataset of Reaction yield outcomes from USPTO patents with 853,638 reactions. Predict the reaction yield, written as a fraction of the theoretical maximum amount of product (1.0 means a 100% yield; for example, 0.34 means a 34% yield). (1) The reactants are [CH3:1][O:2][C:3](=[O:16])[C:4]1[CH:9]=[CH:8][C:7]([O:10][CH2:11][C:12]([CH3:14])=[CH2:13])=[C:6](I)[CH:5]=1.C(=O)([O-])[O-].[K+].[K+].[C:23]1(B(O)O)[CH:28]=[CH:27][CH:26]=[CH:25][CH:24]=1. The catalyst is CN(C=O)C.[Cl-].C([N+](CCCC)(CCCC)CCCC)CCC.C([O-])(=O)C.[Pd+2].C([O-])(=O)C. The yield is 0.520. The product is [CH3:1][O:2][C:3]([C:4]1[CH:9]=[CH:8][C:7]2[O:10][CH2:11][C:12]([CH2:14][C:23]3[CH:28]=[CH:27][CH:26]=[CH:25][CH:24]=3)([CH3:13])[C:6]=2[CH:5]=1)=[O:16]. (2) The reactants are [Cl:1][C:2]1[CH:30]=[CH:29][C:5]([CH2:6][NH:7][C:8]([C:10]2[CH:11]=[N:12][C:13]3[C:18]([C:19]=2[OH:20])=[CH:17][C:16]([CH2:21][N:22]2[CH2:27][CH2:26][O:25][CH2:24][CH2:23]2)=[CH:15][C:14]=3I)=[O:9])=[CH:4][CH:3]=1.CCN(CC)CC.[CH3:38][C@@H:39]([OH:42])[C:40]#[CH:41]. The catalyst is C(Cl)(Cl)Cl.Cl[Pd](Cl)([P](C1C=CC=CC=1)(C1C=CC=CC=1)C1C=CC=CC=1)[P](C1C=CC=CC=1)(C1C=CC=CC=1)C1C=CC=CC=1.[Cu]I. The product is [Cl:1][C:2]1[CH:30]=[CH:29][C:5]([CH2:6][NH:7][C:8]([C:10]2[C:19](=[O:20])[C:18]3[C:13]4=[C:14]([CH:41]=[C:40]([C@H:39]([OH:42])[CH3:38])[N:12]4[CH:11]=2)[CH:15]=[C:16]([CH2:21][N:22]2[CH2:27][CH2:26][O:25][CH2:24][CH2:23]2)[CH:17]=3)=[O:9])=[CH:4][CH:3]=1. The yield is 0.130. (3) The reactants are [CH3:1][N:2]1[CH2:7][CH2:6][CH:5]([CH2:8][O:9][C:10]2[CH:15]=[CH:14][C:13]([NH2:16])=[CH:12][CH:11]=2)[CH2:4][CH2:3]1.N([O-])=O.[Na+].[CH3:21][CH:22](C(C)=O)[C:23]([O:25][CH2:26][CH3:27])=[O:24].CC([O-])=O.[Na+].C([O-])([O-])=O.[Na+].[Na+]. The catalyst is O.Cl.CCO. The product is [CH2:26]([O:25][C:23]([C:22]1[NH:16][C:13]2[C:12]([CH:21]=1)=[CH:11][C:10]([O:9][CH2:8][CH:5]1[CH2:6][CH2:7][N:2]([CH3:1])[CH2:3][CH2:4]1)=[CH:15][CH:14]=2)=[O:24])[CH3:27]. The yield is 0.720. (4) The reactants are Br.[C:2]([CH:10]1[CH2:15][CH2:14][NH:13][CH2:12][CH2:11]1)(=[O:9])[C:3]1[CH:8]=[CH:7][CH:6]=[CH:5][CH:4]=1.C([O-])([O-])=O.[K+].[K+].Br[CH2:23][CH2:24][CH2:25]Cl.[C:27]([C:29]1[CH:34]=[CH:33][C:32]([OH:35])=[CH:31][CH:30]=1)#[N:28]. The catalyst is CN(C=O)C. The product is [C:2]([CH:10]1[CH2:15][CH2:14][N:13]([CH2:23][CH2:24][CH2:25][O:35][C:32]2[CH:33]=[CH:34][C:29]([C:27]#[N:28])=[CH:30][CH:31]=2)[CH2:12][CH2:11]1)(=[O:9])[C:3]1[CH:8]=[CH:7][CH:6]=[CH:5][CH:4]=1. The yield is 0.780. (5) The reactants are Cl.[NH2:2]O.[C:4]([O-])(=O)[CH3:5].[Na+].[F:9][C:10]([F:48])([F:47])[C:11]1[CH:12]=[C:13]([CH:40]=[C:41]([C:43]([F:46])([F:45])[F:44])[CH:42]=1)[CH2:14][N:15]([C:34](=[O:39])[CH2:35]C(=O)C)[CH:16]1[CH2:22][CH2:21][CH2:20][N:19]([C:23]([O:25][CH:26]([CH3:28])[CH3:27])=[O:24])[C:18]2[CH:29]=[C:30]([Cl:33])[CH:31]=[CH:32][C:17]1=2. The catalyst is CO. The product is [F:47][C:10]([F:9])([F:48])[C:11]1[CH:12]=[C:13]([CH:40]=[C:41]([C:43]([F:44])([F:45])[F:46])[CH:42]=1)[CH2:14][N:15]([C:34]1([CH3:35])[O:39][NH:2][CH:4]=[CH:5]1)[CH:16]1[CH2:22][CH2:21][CH2:20][N:19]([C:23]([O:25][CH:26]([CH3:28])[CH3:27])=[O:24])[C:18]2[CH:29]=[C:30]([Cl:33])[CH:31]=[CH:32][C:17]1=2. The yield is 0.390. (6) The reactants are [Cl:1][C:2]1[CH:3]=[C:4]2[C:9](=[CH:10][C:11]=1[OH:12])[O:8][C:7]([CH3:13])=[C:6]([C:14]1[CH:25]=[CH:24][C:17]([O:18][CH2:19][CH2:20][CH2:21][C:22]#[N:23])=[CH:16][CH:15]=1)[C:5]2=O.O.[NH2:28][NH2:29]. No catalyst specified. The product is [Cl:1][C:2]1[C:11]([OH:12])=[CH:10][C:9]([OH:8])=[C:4]([C:5]2[C:6]([C:14]3[CH:25]=[CH:24][C:17]([O:18][CH2:19][CH2:20][CH2:21][C:22]#[N:23])=[CH:16][CH:15]=3)=[C:7]([CH3:13])[NH:29][N:28]=2)[CH:3]=1. The yield is 0.315.